Dataset: Full USPTO retrosynthesis dataset with 1.9M reactions from patents (1976-2016). Task: Predict the reactants needed to synthesize the given product. Given the product [F:11][C:9]1[CH:10]=[C:2]2[C:3]([C:4](=[O:5])[NH:17][CH:16]=[N:1]2)=[CH:7][CH:8]=1, predict the reactants needed to synthesize it. The reactants are: [NH2:1][C:2]1[CH:10]=[C:9]([F:11])[CH:8]=[CH:7][C:3]=1[C:4](O)=[O:5].C(O)(=O)C.[CH:16](N)=[NH:17].O.